This data is from Catalyst prediction with 721,799 reactions and 888 catalyst types from USPTO. The task is: Predict which catalyst facilitates the given reaction. (1) Reactant: [F:1][C:2]([F:30])([CH2:28][OH:29])[CH2:3][N:4]1[C:8]([C:9]2[CH:14]=[CH:13][C:12]([F:15])=[CH:11][CH:10]=2)=[C:7]([C:16]2[CH:17]=[CH:18][C:19]3[O:24][CH2:23][C:22](=[O:25])[NH:21][C:20]=3[CH:26]=2)[C:6]([CH3:27])=[N:5]1.Cl.[CH3:32][N:33]([CH3:38])[CH2:34][C:35](O)=[O:36].Cl.CN(C)CCCN=C=NCC. Product: [CH3:32][N:33]([CH3:38])[CH2:34][C:35]([O:29][CH2:28][C:2]([F:1])([F:30])[CH2:3][N:4]1[C:8]([C:9]2[CH:10]=[CH:11][C:12]([F:15])=[CH:13][CH:14]=2)=[C:7]([C:16]2[CH:17]=[CH:18][C:19]3[O:24][CH2:23][C:22](=[O:25])[NH:21][C:20]=3[CH:26]=2)[C:6]([CH3:27])=[N:5]1)=[O:36]. The catalyst class is: 17. (2) Reactant: [BrH:1].C(O)(=O)C.[Cl:6][C:7]1[C:12]([Cl:13])=[CH:11][CH:10]=[CH:9][C:8]=1[C:14](=O)[CH2:15][S:16][C:17]#[N:18].O. Product: [Br:1][C:17]1[S:16][CH:15]=[C:14]([C:8]2[CH:9]=[CH:10][CH:11]=[C:12]([Cl:13])[C:7]=2[Cl:6])[N:18]=1. The catalyst class is: 15. (3) Product: [Br:16][C:4]1[C:5]2[C:10](=[CH:9][CH:8]=[C:7]([C:11]([O:13][CH2:14][CH3:15])=[O:12])[CH:6]=2)[NH:2][N:3]=1. The catalyst class is: 8. Reactant: Cl.[NH:2]1[C:10]2[C:5](=[CH:6][C:7]([C:11]([O:13][CH2:14][CH3:15])=[O:12])=[CH:8][CH:9]=2)[CH:4]=[N:3]1.[Br:16]Br.C(OCC)(=O)C.CCCCCC. (4) Reactant: CN(C(ON1N=N[C:11]2[CH:12]=CC=N[C:10]1=2)=[N+](C)C)C.F[P-](F)(F)(F)(F)F.[NH2:25][C:26]1[CH:31]=[CH:30][C:29]([N:32]2[CH:37]=[CH:36][C:35]([O:38][CH2:39][C:40]3[CH:45]=[CH:44][C:43]([Cl:46])=[CH:42][CH:41]=3)=[CH:34][C:33]2=[O:47])=[CH:28][C:27]=1[NH:48][CH3:49].[CH:50](N(CC)C(C)C)(C)C.C(O)(=O)CCC. Product: [Cl:46][C:43]1[CH:44]=[CH:45][C:40]([CH2:39][O:38][C:35]2[CH:36]=[CH:37][N:32]([C:29]3[CH:30]=[CH:31][C:26]4[N:25]=[C:49]([CH2:10][CH2:11][CH3:12])[N:48]([CH3:50])[C:27]=4[CH:28]=3)[C:33](=[O:47])[CH:34]=2)=[CH:41][CH:42]=1. The catalyst class is: 3. (5) Reactant: [CH3:1][C:2]([CH3:35])([CH3:34])[C:3]([C:5]1[C:13]2[C:8](=[N:9][CH:10]=[C:11]([C:14]3[CH:15]=[C:16]([NH:20][S:21]([C:24]4[CH:29]=[CH:28][C:27]([NH:30]C(=O)C)=[CH:26][CH:25]=4)(=[O:23])=[O:22])[CH:17]=[CH:18][CH:19]=3)[N:12]=2)[NH:7][CH:6]=1)=[O:4].Cl. Product: [NH2:30][C:27]1[CH:28]=[CH:29][C:24]([S:21]([NH:20][C:16]2[CH:17]=[CH:18][CH:19]=[C:14]([C:11]3[N:12]=[C:13]4[C:5]([C:3](=[O:4])[C:2]([CH3:34])([CH3:1])[CH3:35])=[CH:6][NH:7][C:8]4=[N:9][CH:10]=3)[CH:15]=2)(=[O:23])=[O:22])=[CH:25][CH:26]=1. The catalyst class is: 611. (6) Reactant: CN(C=O)C.Cl[C:7]1[CH:12]=[CH:11][N:10]=[C:9]([C:13]([OH:15])=[O:14])[CH:8]=1.O.[SH2:17].[Na].C[O-].[Na+].Br[C:23]1[S:27][C:26]([NH:28][C:29]2[CH:34]=[CH:33][CH:32]=[CH:31][N:30]=2)=[N:25][CH:24]=1. Product: [N:30]1[CH:31]=[CH:32][CH:33]=[CH:34][C:29]=1[NH:28][C:26]1[S:27][C:23]([S:17][C:7]2[CH:12]=[CH:11][N:10]=[C:9]([C:13]([OH:15])=[O:14])[CH:8]=2)=[CH:24][N:25]=1. The catalyst class is: 5. (7) Reactant: [Br:1][C:2]1[C:3]([CH2:12]Br)=[C:4]([CH:9]=[CH:10][CH:11]=1)[C:5](OC)=[O:6].C1COCC1.[OH-].[NH4+:20]. Product: [Br:1][C:2]1[CH:11]=[CH:10][CH:9]=[C:4]2[C:3]=1[CH2:12][NH:20][C:5]2=[O:6]. The catalyst class is: 6. (8) Reactant: Br[C:2]1[CH:7]=[C:6]([Cl:8])[C:5]([CH3:9])=[CH:4][C:3]=1[F:10].C([Mg]Cl)(C)C.[C:16](=[O:18])=[O:17]. Product: [Cl:8][C:6]1[C:5]([CH3:9])=[CH:4][C:3]([F:10])=[C:2]([CH:7]=1)[C:16]([OH:18])=[O:17]. The catalyst class is: 1.